From a dataset of Full USPTO retrosynthesis dataset with 1.9M reactions from patents (1976-2016). Predict the reactants needed to synthesize the given product. (1) Given the product [C:21]([O:20][C:18]([NH:1][C@H:2]([C:7]([O:9][CH3:10])=[O:8])[CH2:3][CH2:4][S:5][CH3:6])=[O:19])([CH3:24])([CH3:23])[CH3:22], predict the reactants needed to synthesize it. The reactants are: [NH2:1][C@H:2]([C:7]([O:9][CH3:10])=[O:8])[CH2:3][CH2:4][S:5][CH3:6].C(N(CC)CC)C.[C:18](O[C:18]([O:20][C:21]([CH3:24])([CH3:23])[CH3:22])=[O:19])([O:20][C:21]([CH3:24])([CH3:23])[CH3:22])=[O:19]. (2) Given the product [Br:20][C:23]([CH3:25])([CH3:22])[C:30](=[O:29])[CH2:31][C:10]([NH:9][C:4]1[CH:5]=[CH:6][C:7]([F:8])=[C:2]([F:1])[CH:3]=1)=[O:15], predict the reactants needed to synthesize it. The reactants are: [F:1][C:2]1[CH:3]=[C:4]([NH:9][C:10](=[O:15])CC(=O)C)[CH:5]=[CH:6][C:7]=1[F:8].C(O)(=O)C.[Br:20]Br.[CH3:22][C:23]([CH3:25])=O.C([O:29][CH2:30][CH3:31])(=O)C.